From a dataset of Forward reaction prediction with 1.9M reactions from USPTO patents (1976-2016). Predict the product of the given reaction. (1) Given the reactants [CH2:1]([O:8][CH2:9][C:10](Cl)=[O:11])[C:2]1[CH:7]=[CH:6][CH:5]=[CH:4][CH:3]=1.[CH3:13][O:14][C:15](=[O:29])[CH2:16][CH2:17][CH2:18][CH2:19][CH2:20][O:21][C:22]1[CH:27]=[CH:26][C:25]([NH2:28])=[CH:24][CH:23]=1.C(N(CC)CC)C, predict the reaction product. The product is: [CH3:13][O:14][C:15](=[O:29])[CH2:16][CH2:17][CH2:18][CH2:19][CH2:20][O:21][C:22]1[CH:27]=[CH:26][C:25]([NH:28][C:10](=[O:11])[CH2:9][O:8][CH2:1][C:2]2[CH:7]=[CH:6][CH:5]=[CH:4][CH:3]=2)=[CH:24][CH:23]=1. (2) Given the reactants [F:1][C:2]1[CH:9]=[CH:8][C:5]([CH:6]=[O:7])=[CH:4][N:3]=1.[CH3:10][Mg]Br, predict the reaction product. The product is: [F:1][C:2]1[N:3]=[CH:4][C:5]([CH:6]([OH:7])[CH3:10])=[CH:8][CH:9]=1. (3) Given the reactants [Br:1][C:2]1[CH:3]=[CH:4][CH:5]=[C:6]2[C:11]=1[NH:10][C:9](=[O:12])[CH2:8][NH:7]2.C(OC(=O)CNC1C=CC=C(Br)C=1N)C.[OH-].[Na+].OO, predict the reaction product. The product is: [Br:1][C:2]1[CH:3]=[CH:4][CH:5]=[C:6]2[C:11]=1[NH:10][C:9](=[O:12])[CH:8]=[N:7]2. (4) Given the reactants [CH3:1][N:2]1[C:6]([CH2:7]O)=[CH:5][N:4]=[C:3]1[C:9]1[CH:14]=[CH:13][CH:12]=[CH:11][CH:10]=1.O=S(Cl)[Cl:17], predict the reaction product. The product is: [ClH:17].[Cl:17][CH2:7][C:6]1[N:2]([CH3:1])[C:3]([C:9]2[CH:14]=[CH:13][CH:12]=[CH:11][CH:10]=2)=[N:4][CH:5]=1. (5) Given the reactants [Cl:1][C:2]1[CH:3]=[C:4]([C:8]2[C:13]3[N:14]([CH2:17][C@H:18]4[CH2:23][CH2:22][C@H:21]([CH3:24])[CH2:20][CH2:19]4)[CH:15]=[N:16][C:12]=3[CH:11]=[C:10]([C:25]#[N:26])[N:9]=2)[CH:5]=[N:6][CH:7]=1.[CH:27](=[O:34])[C:28]1[CH:33]=[CH:32][CH:31]=[CH:30][CH:29]=1, predict the reaction product. The product is: [Cl:1][C:2]1[CH:3]=[C:4]([C:8]2[C:13]3[N:14]([CH2:17][C@H:18]4[CH2:23][CH2:22][C@H:21]([CH3:24])[CH2:20][CH2:19]4)[C:15]([CH:27]([OH:34])[C:28]4[CH:33]=[CH:32][CH:31]=[CH:30][CH:29]=4)=[N:16][C:12]=3[CH:11]=[C:10]([C:25]#[N:26])[N:9]=2)[CH:5]=[N:6][CH:7]=1. (6) Given the reactants [H-].[Na+].[C:3]([O:13][CH2:14][C:15]1[CH:20]=[CH:19][CH:18]=[CH:17][CH:16]=1)(=[O:12])[CH2:4][C:5]([O:7][C:8]([CH3:11])([CH3:10])[CH3:9])=[O:6].Br[CH2:22][CH2:23][CH2:24][CH2:25][CH2:26][CH2:27][CH2:28][CH2:29][CH2:30][CH2:31][CH3:32].CCOCC, predict the reaction product. The product is: [CH2:32]([CH:4]([C:5]([O:7][C:8]([CH3:11])([CH3:10])[CH3:9])=[O:6])[C:3]([O:13][CH2:14][C:15]1[CH:16]=[CH:17][CH:18]=[CH:19][CH:20]=1)=[O:12])[CH2:31][CH2:30][CH2:29][CH2:28][CH2:27][CH2:26][CH2:25][CH2:24][CH2:23][CH3:22]. (7) Given the reactants Cl[C:2]1[N:7]=[CH:6][C:5]([CH2:8][C:9]2[C:18]3[C:13](=[CH:14][CH:15]=[CH:16][CH:17]=3)[C:12]([O:19][CH3:20])=[C:11]([C:21]([NH:23][C@H:24]3[CH2:29][CH2:28][CH2:27][CH2:26][C@@H:25]3[OH:30])=[O:22])[CH:10]=2)=[CH:4][CH:3]=1.C(=O)([O-])[O-].[Cs+].[Cs+].[CH3:37][N:38]1[CH:42]=[C:41](B2OC(C)(C)C(C)(C)O2)[CH:40]=[N:39]1, predict the reaction product. The product is: [OH:30][C@H:25]1[CH2:26][CH2:27][CH2:28][CH2:29][C@@H:24]1[NH:23][C:21]([C:11]1[CH:10]=[C:9]([CH2:8][C:5]2[CH:6]=[N:7][C:2]([C:41]3[CH:40]=[N:39][N:38]([CH3:37])[CH:42]=3)=[CH:3][CH:4]=2)[C:18]2[C:13](=[CH:14][CH:15]=[CH:16][CH:17]=2)[C:12]=1[O:19][CH3:20])=[O:22].